This data is from NCI-60 drug combinations with 297,098 pairs across 59 cell lines. The task is: Regression. Given two drug SMILES strings and cell line genomic features, predict the synergy score measuring deviation from expected non-interaction effect. (1) Drug 1: CN(CC1=CN=C2C(=N1)C(=NC(=N2)N)N)C3=CC=C(C=C3)C(=O)NC(CCC(=O)O)C(=O)O. Drug 2: C1CN(P(=O)(OC1)NCCCl)CCCl. Cell line: BT-549. Synergy scores: CSS=6.01, Synergy_ZIP=-7.50, Synergy_Bliss=-2.47, Synergy_Loewe=-27.1, Synergy_HSA=-4.36. (2) Drug 1: CC12CCC3C(C1CCC2O)C(CC4=C3C=CC(=C4)O)CCCCCCCCCS(=O)CCCC(C(F)(F)F)(F)F. Drug 2: C1=NC(=NC(=O)N1C2C(C(C(O2)CO)O)O)N. Cell line: CCRF-CEM. Synergy scores: CSS=9.41, Synergy_ZIP=-8.48, Synergy_Bliss=-13.6, Synergy_Loewe=-43.2, Synergy_HSA=-26.9. (3) Drug 1: CC1C(C(=O)NC(C(=O)N2CCCC2C(=O)N(CC(=O)N(C(C(=O)O1)C(C)C)C)C)C(C)C)NC(=O)C3=C4C(=C(C=C3)C)OC5=C(C(=O)C(=C(C5=N4)C(=O)NC6C(OC(=O)C(N(C(=O)CN(C(=O)C7CCCN7C(=O)C(NC6=O)C(C)C)C)C)C(C)C)C)N)C. Drug 2: C1C(C(OC1N2C=NC3=C(N=C(N=C32)Cl)N)CO)O. Cell line: SNB-75. Synergy scores: CSS=9.85, Synergy_ZIP=-1.42, Synergy_Bliss=-0.813, Synergy_Loewe=0.439, Synergy_HSA=0.370. (4) Drug 1: CC1CCC2CC(C(=CC=CC=CC(CC(C(=O)C(C(C(=CC(C(=O)CC(OC(=O)C3CCCCN3C(=O)C(=O)C1(O2)O)C(C)CC4CCC(C(C4)OC)O)C)C)O)OC)C)C)C)OC. Drug 2: N.N.Cl[Pt+2]Cl. Cell line: KM12. Synergy scores: CSS=33.5, Synergy_ZIP=-9.05, Synergy_Bliss=-0.744, Synergy_Loewe=-25.9, Synergy_HSA=3.62.